This data is from Catalyst prediction with 721,799 reactions and 888 catalyst types from USPTO. The task is: Predict which catalyst facilitates the given reaction. Reactant: [OH:1][C:2]1[CH:7]=[CH:6][C:5]([CH2:8][C:9]([OH:11])=O)=[CH:4][CH:3]=1.[CH2:12]([C:14]1[CH:19]=[CH:18][C:17]([NH2:20])=[CH:16][CH:15]=1)[CH3:13].CN(C(ON1N=NC2C=CC=CC1=2)=[N+](C)C)C.[B-](F)(F)(F)F.CN1CCOCC1. Product: [CH2:12]([C:14]1[CH:19]=[CH:18][C:17]([NH:20][C:9](=[O:11])[CH2:8][C:5]2[CH:4]=[CH:3][C:2]([OH:1])=[CH:7][CH:6]=2)=[CH:16][CH:15]=1)[CH3:13]. The catalyst class is: 31.